Dataset: Catalyst prediction with 721,799 reactions and 888 catalyst types from USPTO. Task: Predict which catalyst facilitates the given reaction. (1) Reactant: [Br:1][C:2]1[CH:11]=[C:10]2[C:5]([N:6]=[C:7]([C:13]3[CH:18]=[CH:17][CH:16]=[CH:15][CH:14]=3)[C:8](=[O:12])[NH:9]2)=[C:4]([C:19]([NH:21][CH2:22][C:23]([O:25]CC)=[O:24])=[O:20])[C:3]=1[OH:28].[OH-].[Na+]. Product: [Br:1][C:2]1[CH:11]=[C:10]2[C:5]([N:6]=[C:7]([C:13]3[CH:18]=[CH:17][CH:16]=[CH:15][CH:14]=3)[C:8](=[O:12])[NH:9]2)=[C:4]([C:19]([NH:21][CH2:22][C:23]([OH:25])=[O:24])=[O:20])[C:3]=1[OH:28]. The catalyst class is: 8. (2) Reactant: [NH:1]1[C:5]2[CH:6]=[CH:7][CH:8]=[CH:9][C:4]=2[N:3]=[N:2]1.[CH2:10]([NH2:18])[CH2:11][C:12]1[CH:17]=[CH:16][CH:15]=[CH:14][CH:13]=1.[CH2:19]=O. Product: [N:1]1([CH2:19][NH:18][CH2:10][CH2:11][C:12]2[CH:17]=[CH:16][CH:15]=[CH:14][CH:13]=2)[C:5]2[CH:6]=[CH:7][CH:8]=[CH:9][C:4]=2[N:3]=[N:2]1. The catalyst class is: 28. (3) Product: [Br:1][C:2]1[CH:3]=[CH:4][C:5]([N:10]2[CH2:14][CH2:13][CH2:12][CH:11]2[CH3:15])=[C:6]([CH2:7][OH:8])[CH:9]=1. Reactant: [Br:1][C:2]1[CH:3]=[CH:4][C:5]([N:10]2[CH2:14][CH2:13][CH2:12][CH:11]2[CH3:15])=[C:6]([CH:9]=1)[CH:7]=[O:8].[BH4-].[Na+]. The catalyst class is: 5. (4) Reactant: C[O:2][C:3](=[O:23])[C:4]1[CH:9]=[CH:8][CH:7]=[C:6]([C:10]2[S:11][C:12]([C:15]3[CH:20]=[CH:19][C:18]([O:21][CH3:22])=[CH:17][CH:16]=3)=[CH:13][N:14]=2)[CH:5]=1.[OH-].[Na+]. Product: [CH3:22][O:21][C:18]1[CH:17]=[CH:16][C:15]([C:12]2[S:11][C:10]([C:6]3[CH:5]=[C:4]([CH:9]=[CH:8][CH:7]=3)[C:3]([OH:23])=[O:2])=[N:14][CH:13]=2)=[CH:20][CH:19]=1. The catalyst class is: 87. (5) Reactant: [N+:1]([C:4]1[CH:9]=[CH:8][C:7]([C:10]2[CH:15]=[CH:14][N:13]3[C:16]4[CH:22]=[CH:21][CH:20]=[CH:19][C:17]=4[N:18]=[C:12]3[N:11]=2)=[CH:6][CH:5]=1)([O-])=O.O.O.Cl[Sn]Cl. Product: [N:11]1[C:12]2[N:13]([C:16]3[CH:22]=[CH:21][CH:20]=[CH:19][C:17]=3[N:18]=2)[CH:14]=[CH:15][C:10]=1[C:7]1[CH:6]=[CH:5][C:4]([NH2:1])=[CH:9][CH:8]=1. The catalyst class is: 8. (6) Reactant: C[O:2][C:3]([C:5]1[S:6][C:7]([C:26]#[C:27][C:28]([CH3:31])([CH3:30])[CH3:29])=[CH:8][C:9]=1[N:10]1[CH:15]([CH:16]2[CH2:21][CH2:20][CH2:19][CH2:18][CH2:17]2)[CH2:14][O:13][C@H:12]([CH2:22][CH:23]=[CH2:24])[C:11]1=[O:25])=[O:4].B1C2CCCC1CCC2.[OH-:41].[Na+].OO. Product: [CH:16]1([C@H:15]2[N:10]([C:9]3[CH:8]=[C:7]([C:26]#[C:27][C:28]([CH3:30])([CH3:29])[CH3:31])[S:6][C:5]=3[C:3]([OH:2])=[O:4])[C:11](=[O:25])[C@@H:12]([CH2:22][CH2:23][CH2:24][OH:41])[O:13][CH2:14]2)[CH2:17][CH2:18][CH2:19][CH2:20][CH2:21]1.[CH:16]1([C@H:15]2[N:10]([C:9]3[CH:8]=[C:7]([C:26]#[C:27][C:28]([CH3:30])([CH3:29])[CH3:31])[S:6][C:5]=3[C:3]([OH:2])=[O:4])[C:11](=[O:25])[C@H:12]([CH2:22][CH2:23][CH2:24][OH:41])[O:13][CH2:14]2)[CH2:17][CH2:18][CH2:19][CH2:20][CH2:21]1. The catalyst class is: 242.